The task is: Predict the reaction yield, written as a fraction of the theoretical maximum amount of product (1.0 means a 100% yield; for example, 0.34 means a 34% yield).. This data is from Reaction yield outcomes from USPTO patents with 853,638 reactions. (1) The reactants are [F:1][C:2]1[CH:9]=[CH:8][C:5]([NH:6][CH3:7])=[CH:4][CH:3]=1.Br.Br[CH:12]([C:14]1[CH:15]=[C:16]([C:31]([N:33]([CH2:35][CH2:36][N:37]([CH3:39])[CH3:38])[CH3:34])=[O:32])[CH:17]=[C:18]2[C:23]=1[O:22][C:21]([N:24]1[CH2:29][CH2:28][O:27][CH2:26][CH2:25]1)=[CH:20][C:19]2=[O:30])[CH3:13]. No catalyst specified. The product is [CH3:38][N:37]([CH3:39])[CH2:36][CH2:35][N:33]([CH3:34])[C:31]([C:16]1[CH:17]=[C:18]2[C:23](=[C:14]([CH:12]([N:6]([C:5]3[CH:8]=[CH:9][C:2]([F:1])=[CH:3][CH:4]=3)[CH3:7])[CH3:13])[CH:15]=1)[O:22][C:21]([N:24]1[CH2:25][CH2:26][O:27][CH2:28][CH2:29]1)=[CH:20][C:19]2=[O:30])=[O:32]. The yield is 0.464. (2) The reactants are [NH:1]1[C:9]2[C:4](=[CH:5][CH:6]=[CH:7][CH:8]=2)[C:3]([CH2:10][CH2:11][CH2:12][NH-:13])=[CH:2]1.[H-].[Al+3].[Li+].[H-].[H-].[H-]. The catalyst is O1CCCC1. The product is [NH:1]1[C:9]2[C:4](=[CH:5][CH:6]=[CH:7][CH:8]=2)[C:3]([CH2:10][CH2:11][CH2:12][NH2:13])=[CH:2]1. The yield is 0.940. (3) The reactants are [NH2:1][C@@H:2]([C:4](O)=[O:5])[CH3:3].[H-].[H-].[H-].[H-].[Li+].[Al+3].C1COCC1.[CH3:30][C:29]([O:28][C:26](O[C:26]([O:28][C:29]([CH3:32])([CH3:31])[CH3:30])=[O:27])=[O:27])([CH3:32])[CH3:31]. The catalyst is C(Cl)Cl. The product is [C:26]([C@@H:4]([OH:5])[CH:2]([NH2:1])[CH3:3])([O:28][C:29]([CH3:30])([CH3:31])[CH3:32])=[O:27]. The yield is 0.630. (4) The reactants are [CH3:1][O:2][C:3](=[O:11])[CH2:4][C:5](=[O:10])[CH2:6][CH2:7][CH2:8][Cl:9].[H][H]. The catalyst is CO. The product is [CH3:1][O:2][C:3](=[O:11])[CH2:4][CH:5]([OH:10])[CH2:6][CH2:7][CH2:8][Cl:9]. The yield is 0.440. (5) The reactants are [CH3:1][CH:2]([CH3:13])[CH:3]([C:7]1[CH:12]=[CH:11][CH:10]=[CH:9][CH:8]=1)[C:4]([OH:6])=O.S(Cl)(Cl)=O.C[Si](C)(C)[O:20][CH:21](O[Si](C)(C)C)CO[Si](C)(C)C. No catalyst specified. The product is [OH:20][CH2:21][C:4](=[O:6])[CH:3]([C:7]1[CH:12]=[CH:11][CH:10]=[CH:9][CH:8]=1)[CH:2]([CH3:1])[CH3:13]. The yield is 0.600. (6) The reactants are Cl[C:2]1[N:11]=[C:10]([N:12]([CH2:14][CH3:15])[CH3:13])[C:9]2[CH2:8][CH2:7][CH2:6][CH:5]([C:16]3[CH:21]=[CH:20][CH:19]=[CH:18][CH:17]=3)[C:4]=2[N:3]=1.[Cl:22][C:23]1[N:24]=[CH:25][N:26]([C:28]2[CH:34]=[CH:33][C:31]([NH2:32])=[CH:30][C:29]=2[O:35][CH3:36])[CH:27]=1.[H-].[Na+]. The catalyst is C1COCC1. The product is [Cl:22][C:23]1[N:24]=[CH:25][N:26]([C:28]2[CH:34]=[CH:33][C:31]([NH:32][C:2]3[N:11]=[C:10]([N:12]([CH2:14][CH3:15])[CH3:13])[C:9]4[CH2:8][CH2:7][CH2:6][CH:5]([C:16]5[CH:21]=[CH:20][CH:19]=[CH:18][CH:17]=5)[C:4]=4[N:3]=3)=[CH:30][C:29]=2[O:35][CH3:36])[CH:27]=1. The yield is 0.335. (7) The reactants are Cl[C:2]1[C:3]2[C:10]([C:11]([F:14])([F:13])[F:12])=[CH:9][N:8]([CH2:15][CH:16]3[CH2:21][CH2:20][N:19]([S:22]([CH3:25])(=[O:24])=[O:23])[CH2:18][CH2:17]3)[C:4]=2[N:5]=[CH:6][N:7]=1.Cl.C1C[O:30]CC1. The catalyst is C(Cl)Cl. The product is [CH3:25][S:22]([N:19]1[CH2:20][CH2:21][CH:16]([CH2:15][N:8]2[C:4]3[N:5]=[CH:6][N:7]=[C:2]([OH:30])[C:3]=3[C:10]([C:11]([F:14])([F:13])[F:12])=[CH:9]2)[CH2:17][CH2:18]1)(=[O:24])=[O:23]. The yield is 0.550.